Dataset: Cav3 T-type calcium channel HTS with 100,875 compounds. Task: Binary Classification. Given a drug SMILES string, predict its activity (active/inactive) in a high-throughput screening assay against a specified biological target. (1) The compound is O=[n+]1c2CCCCCc2n([O-])c(c1c1occc1)C. The result is 0 (inactive). (2) The compound is s1c(Nc2cc(ccc2)C(F)(F)F)nc(N)c1C(=O)Nc1noc(c1)C. The result is 0 (inactive). (3) The drug is S(C1CC(=O)N(C1=O)c1ccccc1)c1sc(nn1)N. The result is 0 (inactive). (4) The molecule is Brc1ccc(OCC(=O)NC(C)C(O)=O)cc1. The result is 0 (inactive).